Binary Classification. Given a miRNA mature sequence and a target amino acid sequence, predict their likelihood of interaction. From a dataset of Experimentally validated miRNA-target interactions with 360,000+ pairs, plus equal number of negative samples. (1) The miRNA is hsa-miR-149-5p with sequence UCUGGCUCCGUGUCUUCACUCCC. The protein sequence of the target gene is MGCGTSKVLPEPPKDVQLDLVKKVEPFSGTKSDVYKHFITEVDSVGPVKAGFPAASQYAHPCPGPPTAGHTEPPSEPPRRARVAKYRAKFDPRVTAKYDIKALIGRGSFSRVVRVEHRATRQPYAIKMIETKYREGREVCESELRVLRRVRHANIIQLVEVFETQERVYMVMELATGGELFDRIIAKGSFTERDATRVLQMVLDGVRYLHALGITHRDLKPENLLYYHPGTDSKIIITDFGLASARKKGDDCLMKTTCGTPEYIAPEVLVRKPYTNSVDMWALGVIAYILLSGTMPFEDD.... Result: 1 (interaction). (2) The miRNA is mmu-miR-7222-3p with sequence UCCAGGACAGUGGGCAGGAGCAG. The protein sequence of the target gene is MLQRCGRRLLLALVGALLACLLVLTADPPPTPMPAERGRRALRSLAGSSGGAPASGSRAAVDPGVLTREVHSLSEYFSLLTRARRDADPPPGVASRQGDGHPRPPAEVLSPRDVFIAVKTTRKFHRARLDLLFETWISRHKEMTFIFTDGEDEALAKLTGNVVLTNCSSAHSRQALSCKMAVEYDRFIESGKKWFCHVDDDNYVNLRALLRLLASYPHTQDVYIGKPSLDRPIQATERISEHKVRPVHFWFATGGAGFCISRGLALKMGPWASGGHFMSTAERIRLPDDCTIGYIVEALL.... Result: 0 (no interaction). (3) The miRNA is hsa-miR-6511b-5p with sequence CUGCAGGCAGAAGUGGGGCUGACA. The protein sequence of the target gene is MAGKSSLFKVILLGDGGVGKSSLMNRYVTNKFDTQLFHTIGVEFLNKDLEVDGHFVTMQIWDTAGQERFRSLRTPFYRGSDCCLLTFSVDDSQSFQNLSNWKKEFIYYADVKEPESFPFVILGNKIDISERQVSTEEAQAWCRDNGDYPYFETSAKDATNVAAAFEEAVRRVLATEDRSDHLIQTDTVNLHRKPKPSSSCC. Result: 1 (interaction). (4) The miRNA is mmu-miR-804 with sequence UGUGAGUUGUUCCUCACCUGGA. The protein sequence of the target gene is MAVPHHLQETSYLLPPDPEDWEKQGIPDFVYGQEDLVGKEVQWPRDSPSAVDTVPLSRFDSALRSAWRQRLELGLFRYRLEDLQTQILPGSVGFVAQLNIERGIQRRRPQNIRSVRQEFDPEQFNFNKIRPGEVLFRMQREPKGPATPKQEDDVLVVINVSPLEWGHVLLVPAPAQGLPQRLLPGVLRVGLEAVLLSLHPGFRVGFNSLGGLASVNHLHLHCYYLAHPLPVEGAPSTPLDPKGCIHLLQALPAPGFLFYTSGPGPDLEVLISRVCRATDYLSDREIAHNLFVTRGAPPGP.... Result: 1 (interaction). (5) The miRNA is dme-miR-2a-3p with sequence UAUCACAGCCAGCUUUGAUGAGC. The protein sequence of the target gene is MILEGGGVMNLNPGNNLLHQPPAWTDSYSTCNVSSGFFGGQWHEIHPQYWTKYQVWEWLQHLLDTNQLDANCIPFQEFDINGEHLCSMSLQEFTRAAGTAGQLLYSNLQHLKWNGQCSSDLFQSTHNVIVKTEQTEPSIMNTWKDENYLYDTNYGSTVDLLDSKTFCRAQISMTTTSHLPVAESPDMKKEQDPPAKCHTKKHNPRGTHLWEFIRDILLNPDKNPGLIKWEDRSEGVFRFLKSEAVAQLWGKKKNNSSMTYEKLSRAMRYYYKREILERVDGRRLVYKFGKNARGWRENEN.... Result: 0 (no interaction). (6) The miRNA is hsa-miR-638 with sequence AGGGAUCGCGGGCGGGUGGCGGCCU. The protein sequence of the target gene is MAETSLLEAGASAASTAAALENLQVEASCSVCLEYLKEPVIIECGHNFCKACITRWWEDLERDFPCPVCRKTSRYRSLRPNRQLGSMVEIAKQLQAVKRKIRDESLCPQHHEALSLFCYEDQEAVCLICAISHTHRAHTVVPLDDATQEYKEKLQKCLEPLEQKLQEITRCKSSEEKKPGELKRLVESRRQQILREFEELHRRLDEEQQVLLSRLEEEEQDILQRLRENAAHLGDKRRDLAHLAAEVEGKCLQSGFEMLKDVKSTLEKNIPRKFGGSLSTICPRDHKALLGLVKEINRCE.... Result: 0 (no interaction). (7) The miRNA is hsa-miR-485-5p with sequence AGAGGCUGGCCGUGAUGAAUUC. The protein sequence of the target gene is MPSDFISLLSADLDLESPKSLYSRESVYDLLPKELQLPPSRETSVASMSQTSGGEAGSPPPAVVAADASSAPSSSSMGGACSSFTTSSSPTIYSTSVTDSKAMQVESCSSAVGVSNRGVSEKQLTSNTVQQHPSTPKRHTVLYISPPPEDLLDNSRMSCQDEGCGLESEQSCSMWMEDSPSNFSNMSTSSYNDNTEVPRKSRKRNPKQRPGVKRRDCEESNMDIFDADSAKAPHYVLSQLTTDNKGNSKAGNGTLENQKGTGVKKSPMLCGQYPVKSEGKELKIVVQPETQHRARYLTEG.... Result: 1 (interaction). (8) The miRNA is mmu-miR-92a-2-5p with sequence AGGUGGGGAUUGGUGGCAUUAC. The protein sequence of the target gene is MEPSWLQELMAHPFLLLILLCMSLLLFQVIRLYQRRRWMIRALHLFPAPPAHWFYGHKEFYPVKEFEVYHKLMEKYPCAVPLWVGPFTMFFSVHDPDYAKILLKRQDPKSAVSHKILESWVGRGLVTLDGSKWKKHRQIVKPGFNISILKIFITMMSESVRMMLNKWEEHIAQNSRLELFQHVSLMTLDSIMKCAFSHQGSIQLDSTLDSYLKAVFNLSKISNQRMNNFLHHNDLVFKFSSQGQIFSKFNQELHQFTEKVIQDRKESLKDKLKQDTTQKRRWDFLDILLSAKSENTKDFS.... Result: 0 (no interaction). (9) The miRNA is hsa-miR-27a-3p with sequence UUCACAGUGGCUAAGUUCCGC. The protein sequence of the target gene is MFLLLPFDSLIVNLLGISLTVLFTLLLVFIIVPAIFGVSFGIRKLYMKSLLKIFAWATLRMERGAKEKNHQLYKPYTNGIIAKDPTSLEEEIKEIRRSGSSKALDNTPEFELSDIFYFCRKGMETIMDDEVTKRFSAEELESWNLLSRTNYNFQYISLRLTVLWGLGVLIRYCFLLPLRIALAFTGISLLVVGTTVVGYLPNGRFKEFMSKHVHLMCYRICVRALTAIITYHDRENRPRNGGICVANHTSPIDVIILASDGYYAMVGQVHGGLMGVIQRAMVKACPHVWFERSEVKDRHL.... Result: 0 (no interaction).